From a dataset of Full USPTO retrosynthesis dataset with 1.9M reactions from patents (1976-2016). Predict the reactants needed to synthesize the given product. (1) Given the product [O-:13][S:11]([C:14]([F:17])([F:16])[F:15])(=[O:12])=[O:10].[CH2:2]([N+:4]1[CH:9]=[CH:8][CH:7]=[CH:6][CH:5]=1)[CH3:3], predict the reactants needed to synthesize it. The reactants are: [Br-].[CH2:2]([N+:4]1[CH:9]=[CH:8][CH:7]=[CH:6][CH:5]=1)[CH3:3].[O:10]([Si](C)(C)C)[S:11]([C:14]([F:17])([F:16])[F:15])(=[O:13])=[O:12]. (2) Given the product [NH2:10][C:7]1[N:8]([C:18]2[CH:19]=[C:20]([OH:25])[CH:21]=[C:22]([CH3:24])[CH:23]=2)[N:9]=[C:5]([C:1]([CH3:4])([CH3:3])[CH3:2])[CH:6]=1, predict the reactants needed to synthesize it. The reactants are: [C:1]([C:5]1[CH:6]=[C:7]([NH2:10])[NH:8][N:9]=1)([CH3:4])([CH3:3])[CH3:2].C(=O)([O-])[O-].[K+].[K+].Br[C:18]1[CH:19]=[C:20]([OH:25])[CH:21]=[C:22]([CH3:24])[CH:23]=1.CN(C)[C@@H]1CCCC[C@H]1N. (3) Given the product [CH3:11][C:8]1[CH:7]=[C:6]([CH2:5][C:4](=[O:12])[CH3:14])[O:10][N:9]=1, predict the reactants needed to synthesize it. The reactants are: CON(C)[C:4](=[O:12])[CH2:5][C:6]1[O:10][N:9]=[C:8]([CH3:11])[CH:7]=1.[CH3:14][Mg]Br. (4) Given the product [CH2:1]([O:3][C:4]1[CH:11]=[CH:10][C:7]([CH:8]=[N+:15]([CH:12]([CH3:14])[CH3:13])[O-:16])=[CH:6][CH:5]=1)[CH3:2], predict the reactants needed to synthesize it. The reactants are: [CH2:1]([O:3][C:4]1[CH:11]=[CH:10][C:7]([CH:8]=O)=[CH:6][CH:5]=1)[CH3:2].[CH:12]([NH:15][OH:16])([CH3:14])[CH3:13]. (5) Given the product [C:1]([O:4][CH2:5][C:6]1[CH:7]=[CH:8][C:9]([CH2:12][N:13]2[C:21]([Br:32])=[N:20][C:19]3[C:14]2=[N:15][C:16]([CH2:23][CH2:24][CH2:25][CH3:26])=[N:17][C:18]=3[NH2:22])=[CH:10][CH:11]=1)(=[O:3])[CH3:2], predict the reactants needed to synthesize it. The reactants are: [C:1]([O:4][CH2:5][C:6]1[CH:11]=[CH:10][C:9]([CH2:12][N:13]2[CH:21]=[N:20][C:19]3[C:14]2=[N:15][C:16]([CH2:23][CH2:24][CH2:25][CH3:26])=[N:17][C:18]=3[NH2:22])=[CH:8][CH:7]=1)(=[O:3])[CH3:2].C([O-])(=O)C.[Na+].[Br:32]Br.C(=O)([O-])O.[Na+].